Predict the reactants needed to synthesize the given product. From a dataset of Full USPTO retrosynthesis dataset with 1.9M reactions from patents (1976-2016). (1) Given the product [NH:18]1[CH:22]=[CH:21][CH:20]=[C:19]1[C:23]1[N:1]=[C:2]2[N:7]=[CH:6][CH:5]=[CH:4][N:3]2[C:17]=1[NH:16][C:9]([CH3:15])([CH3:8])[CH2:10][C:11]([CH3:14])([CH3:13])[CH3:12], predict the reactants needed to synthesize it. The reactants are: [NH2:1][C:2]1[N:7]=[CH:6][CH:5]=[CH:4][N:3]=1.[CH3:8][C:9]([N+:16]#[C-:17])([CH3:15])[CH2:10][C:11]([CH3:14])([CH3:13])[CH3:12].[NH:18]1[CH:22]=[CH:21][CH:20]=[C:19]1[CH:23]=O. (2) Given the product [F:26][C:27]([F:32])([F:31])[C:28]([OH:30])=[O:29].[Cl:1][C:2]1[CH:3]=[C:4]([CH:22]=[CH:23][C:24]=1[Cl:25])[O:5][CH:6]1[CH2:7][CH2:8][N:9]([CH2:12][CH2:13][NH2:14])[CH2:10][CH2:11]1, predict the reactants needed to synthesize it. The reactants are: [Cl:1][C:2]1[CH:3]=[C:4]([CH:22]=[CH:23][C:24]=1[Cl:25])[O:5][CH:6]1[CH2:11][CH2:10][N:9]([CH2:12][CH2:13][NH:14]C(=O)OC(C)(C)C)[CH2:8][CH2:7]1.[F:26][C:27]([F:32])([F:31])[C:28]([OH:30])=[O:29]. (3) Given the product [Cl:23][C:24]1[CH:29]=[C:28]([C:2]2[C:14]([F:15])=[CH:13][C:5]([C:6]([NH:8][S:9]([CH3:12])(=[O:11])=[O:10])=[O:7])=[C:4]([F:16])[CH:3]=2)[CH:27]=[N:26][C:25]=1[O:39][CH2:40][CH:41]([CH3:43])[CH3:42], predict the reactants needed to synthesize it. The reactants are: Br[C:2]1[C:14]([F:15])=[CH:13][C:5]([C:6]([NH:8][S:9]([CH3:12])(=[O:11])=[O:10])=[O:7])=[C:4]([F:16])[CH:3]=1.C(=O)([O-])[O-].[K+].[K+].[Cl:23][C:24]1[C:25]([O:39][CH2:40][CH:41]([CH3:43])[CH3:42])=[N:26][CH:27]=[C:28](B2OC(C)(C)C(C)(C)O2)[CH:29]=1. (4) Given the product [OH:37]/[N:36]=[C:9](/[C:4]1[CH:5]=[CH:6][C:7](=[O:8])[N:2]([CH3:1])[CH:3]=1)\[CH2:10][CH:11]([C:19]1[CH:20]=[CH:21][C:22]([C:25]2[CH:30]=[CH:29][C:28]([C:31]([OH:33])=[O:32])=[CH:27][CH:26]=2)=[CH:23][CH:24]=1)[C:12]1[CH:17]=[CH:16][CH:15]=[CH:14][C:13]=1[CH3:18], predict the reactants needed to synthesize it. The reactants are: [CH3:1][N:2]1[C:7](=[O:8])[CH:6]=[CH:5][C:4]([C:9](=O)[CH2:10][CH:11]([C:19]2[CH:24]=[CH:23][C:22]([C:25]3[CH:30]=[CH:29][C:28]([C:31]([OH:33])=[O:32])=[CH:27][CH:26]=3)=[CH:21][CH:20]=2)[C:12]2[CH:17]=[CH:16][CH:15]=[CH:14][C:13]=2[CH3:18])=[CH:3]1.Cl.[NH2:36][OH:37].C([O-])(O)=O.[Na+].